Dataset: Catalyst prediction with 721,799 reactions and 888 catalyst types from USPTO. Task: Predict which catalyst facilitates the given reaction. Reactant: [Si]([O:8][CH2:9][CH:10]([N:14]1[CH:18]=[C:17]([C:19]2[N:24]3[CH:25]=[CH:26][N:27]=[C:23]3[CH:22]=[C:21]([C:28]3[CH:29]=[N:30][N:31]([CH3:33])[CH:32]=3)[N:20]=2)[CH:16]=[N:15]1)[CH:11]1[CH2:13][CH2:12]1)(C(C)(C)C)(C)C.CCCC[N+](CCCC)(CCCC)CCCC.[F-].CO. Product: [CH:11]1([CH:10]([N:14]2[CH:18]=[C:17]([C:19]3[N:24]4[CH:25]=[CH:26][N:27]=[C:23]4[CH:22]=[C:21]([C:28]4[CH:29]=[N:30][N:31]([CH3:33])[CH:32]=4)[N:20]=3)[CH:16]=[N:15]2)[CH2:9][OH:8])[CH2:13][CH2:12]1. The catalyst class is: 1.